From a dataset of Full USPTO retrosynthesis dataset with 1.9M reactions from patents (1976-2016). Predict the reactants needed to synthesize the given product. (1) Given the product [CH2:1]([O:8][C:9]1[N:10]=[N:11][C:12]([CH2:23][C:24]2[CH:29]=[CH:28][CH:27]=[CH:26][C:25]=2[F:55])=[CH:13][C:14]=1[O:15][CH2:16][C:17]1[CH:22]=[CH:21][CH:20]=[CH:19][CH:18]=1)[C:2]1[CH:7]=[CH:6][CH:5]=[CH:4][CH:3]=1, predict the reactants needed to synthesize it. The reactants are: [CH2:1]([O:8][C:9]1[N:10]=[N:11][C:12]([CH2:23][C:24]2[CH:29]=[CH:28][C:27](F)=[CH:26][CH:25]=2)=[CH:13][C:14]=1[O:15][CH2:16][C:17]1[CH:22]=[CH:21][CH:20]=[CH:19][CH:18]=1)[C:2]1[CH:7]=[CH:6][CH:5]=[CH:4][CH:3]=1.C(OC1N=NC(Cl)=CC=1OCC1C=CC=CC=1)C1C=CC=CC=1.[Cl-].[F:55]C1C=CC=CC=1C[Zn+]. (2) Given the product [Cl:1][C:2]1[CH:3]=[C:4]([CH:8]=[CH:9][N:10]=1)[C:5]([NH:11][C:12]1[C:20]([CH3:21])=[C:19]2[C:15]([C:16]([CH3:25])([CH3:24])[C:17](=[O:23])[N:18]2[CH3:22])=[CH:14][CH:13]=1)=[O:7], predict the reactants needed to synthesize it. The reactants are: [Cl:1][C:2]1[CH:3]=[C:4]([CH:8]=[CH:9][N:10]=1)[C:5]([OH:7])=O.[NH2:11][C:12]1[C:20]([CH3:21])=[C:19]2[C:15]([C:16]([CH3:25])([CH3:24])[C:17](=[O:23])[N:18]2[CH3:22])=[CH:14][CH:13]=1. (3) Given the product [NH2:14][C:12]1[CH:11]=[C:10]([NH:15][C:17](=[O:16])[C@@H:18]([NH:26][C:27](=[O:33])[O:28][C:29]([CH3:30])([CH3:31])[CH3:32])[CH2:19][C:20]2[CH:25]=[CH:24][CH:23]=[CH:22][CH:21]=2)[CH:9]=[C:8]([C:6]2[CH:5]=[CH:4][N:3]=[C:2]([CH3:1])[CH:7]=2)[CH:13]=1, predict the reactants needed to synthesize it. The reactants are: [CH3:1][C:2]1[CH:7]=[C:6]([C:8]2[CH:9]=[C:10]([NH2:15])[CH:11]=[C:12]([NH2:14])[CH:13]=2)[CH:5]=[CH:4][N:3]=1.[O:16]=[C:17](NC1N=C(C2C=CN=CC=2)SC=1)[C@@H:18]([NH:26][C:27](=[O:33])[O:28][C:29]([CH3:32])([CH3:31])[CH3:30])[CH2:19][C:20]1[CH:25]=[CH:24][CH:23]=[CH:22][CH:21]=1.